This data is from Reaction yield outcomes from USPTO patents with 853,638 reactions. The task is: Predict the reaction yield, written as a fraction of the theoretical maximum amount of product (1.0 means a 100% yield; for example, 0.34 means a 34% yield). The reactants are [CH3:1][O:2][CH2:3][C@H:4]([CH3:35])[O:5][C:6]1[CH:7]=[C:8]([C:23]2[NH:27][C:26]([C:28]3[O:29][CH:30]([CH2:33]O)[CH2:31][N:32]=3)=[CH:25][CH:24]=2)[CH:9]=[C:10]([O:12][C:13]2[CH:18]=[CH:17][C:16]([S:19]([CH3:22])(=[O:21])=[O:20])=[CH:15][CH:14]=2)[CH:11]=1.COCCN(S(F)(F)[F:46])CCOC.C(=O)([O-])O.[Na+]. The catalyst is ClCCl. The product is [F:46][CH2:33][CH:30]1[O:29][C:28]([C:26]2[NH:27][C:23]([C:8]3[CH:9]=[C:10]([O:12][C:13]4[CH:18]=[CH:17][C:16]([S:19]([CH3:22])(=[O:21])=[O:20])=[CH:15][CH:14]=4)[CH:11]=[C:6]([O:5][C@@H:4]([CH3:35])[CH2:3][O:2][CH3:1])[CH:7]=3)=[CH:24][CH:25]=2)=[N:32][CH2:31]1. The yield is 0.610.